Dataset: Full USPTO retrosynthesis dataset with 1.9M reactions from patents (1976-2016). Task: Predict the reactants needed to synthesize the given product. Given the product [CH3:1][O:2][CH2:3][CH2:4][N:5]([CH2:21][C@@H:22]1[CH2:24][C@H:23]1[CH3:25])[C:6]1[CH:7]=[C:8]([CH:12]=[C:13]([N:15]([CH3:20])[S:16]([CH3:19])(=[O:17])=[O:18])[N:14]=1)[C:9]([NH:43][NH:42][C:35]([O:37][C:38]([CH3:41])([CH3:40])[CH3:39])=[O:36])=[O:10], predict the reactants needed to synthesize it. The reactants are: [CH3:1][O:2][CH2:3][CH2:4][N:5]([CH2:21][C@@H:22]1[CH2:24][C@H:23]1[CH3:25])[C:6]1[CH:7]=[C:8]([CH:12]=[C:13]([N:15]([CH3:20])[S:16]([CH3:19])(=[O:18])=[O:17])[N:14]=1)[C:9](O)=[O:10].C(N(C(C)C)CC)(C)C.[C:35]([NH:42][NH2:43])([O:37][C:38]([CH3:41])([CH3:40])[CH3:39])=[O:36].C1C=NC2N(O)N=NC=2C=1.C(Cl)CCl.